From a dataset of Full USPTO retrosynthesis dataset with 1.9M reactions from patents (1976-2016). Predict the reactants needed to synthesize the given product. (1) Given the product [O:15]1[CH2:16][CH:17]=[CH:18][CH:14]1[C:11]1[CH:10]=[N:9][C:8]([C:4]2[CH:5]=[CH:6][CH:7]=[C:2]([B:34]3[O:38][C:37]([CH3:40])([CH3:39])[C:36]([CH3:42])([CH3:41])[O:35]3)[CH:3]=2)=[N:13][CH:12]=1, predict the reactants needed to synthesize it. The reactants are: Cl[C:2]1[CH:3]=[C:4]([C:8]2[N:13]=[CH:12][C:11]([CH:14]3[CH:18]=[CH:17][CH2:16][O:15]3)=[CH:10][N:9]=2)[CH:5]=[CH:6][CH:7]=1.C(OC1C=NC(C2C=CC=C([B:34]3[O:38][C:37]([CH3:40])([CH3:39])[C:36]([CH3:42])([CH3:41])[O:35]3)C=2)=NC=1)C. (2) The reactants are: [NH2:1][S:2]([N:5]([CH2:13][C@@H:14]1[CH2:18][C@@H:17]([N:19]2[C:23]3[N:24]=[CH:25][N:26]=[C:27]([NH:28][C@@H:29]4[C:37]5[C:32](=[CH:33][CH:34]=[CH:35][CH:36]=5)[CH2:31][CH2:30]4)[C:22]=3[CH:21]=[CH:20]2)[CH2:16][C@@H:15]1[O:38][Si:39]([C:42]([CH3:45])([CH3:44])[CH3:43])([CH3:41])[CH3:40])[C:6](=O)OC(C)(C)C)(=[O:4])=[O:3].[AlH4-].[Li+]. Given the product [Si:39]([O:38][C@H:15]1[CH2:16][C@H:17]([N:19]2[C:23]3[N:24]=[CH:25][N:26]=[C:27]([NH:28][C@@H:29]4[C:37]5[C:32](=[CH:33][CH:34]=[CH:35][CH:36]=5)[CH2:31][CH2:30]4)[C:22]=3[CH:21]=[CH:20]2)[CH2:18][C@H:14]1[CH2:13][N:5]([CH3:6])[S:2]([NH2:1])(=[O:3])=[O:4])([C:42]([CH3:43])([CH3:44])[CH3:45])([CH3:40])[CH3:41], predict the reactants needed to synthesize it. (3) Given the product [F:1][C:2]1[CH:7]=[CH:6][C:5]([CH2:8][NH:9][C:10]([C:12]2[N:13]=[C:14]3[C:20]4([N:23]([CH3:31])[C:24](=[O:30])[C:25]([N:27]([CH3:28])[CH3:29])=[O:26])[CH2:19][CH2:18][C:17]([CH2:32][O:33][CH3:49])([CH2:22][CH2:21]4)[CH2:16][N:15]3[C:44](=[O:47])[C:45]=2[OH:46])=[O:11])=[CH:4][C:3]=1[CH3:48], predict the reactants needed to synthesize it. The reactants are: [F:1][C:2]1[CH:7]=[CH:6][C:5]([CH2:8][NH:9][C:10]([C:12]2[N:13]=[C:14]3[C:20]4([N:23]([CH3:31])[C:24](=[O:30])[C:25]([N:27]([CH3:29])[CH3:28])=[O:26])[CH2:21][CH2:22][C:17]([CH2:32][O:33]S(C5C=CC(C)=CC=5)(=O)=O)([CH2:18][CH2:19]4)[CH2:16][N:15]3[C:44](=[O:47])[C:45]=2[OH:46])=[O:11])=[CH:4][C:3]=1[CH3:48].[C:49](C1C=C(C)C=C(C(C)(C)C)N=1)(C)(C)C.F[B-](F)(F)F.C[O+](C)C.CC1C=CC=CN=1.C(O)(C(F)(F)F)=O. (4) Given the product [C:13]([O:17][C:18](=[O:39])[CH2:19][CH2:20][CH:21]1[N:26]([C:11]([NH:10][S:7]([C:1]2[CH:2]=[CH:3][CH:4]=[CH:5][CH:6]=2)(=[O:8])=[O:9])=[O:12])[CH2:25][CH2:24][N:23]([C:27]2[C:37]([Cl:38])=[CH:36][C:30]([C:31]([O:33][CH2:34][CH3:35])=[O:32])=[CH:29][N:28]=2)[CH2:22]1)([CH3:14])([CH3:15])[CH3:16], predict the reactants needed to synthesize it. The reactants are: [C:1]1([S:7]([N:10]=[C:11]=[O:12])(=[O:9])=[O:8])[CH:6]=[CH:5][CH:4]=[CH:3][CH:2]=1.[C:13]([O:17][C:18](=[O:39])[CH2:19][CH2:20][CH:21]1[NH:26][CH2:25][CH2:24][N:23]([C:27]2[C:37]([Cl:38])=[CH:36][C:30]([C:31]([O:33][CH2:34][CH3:35])=[O:32])=[CH:29][N:28]=2)[CH2:22]1)([CH3:16])([CH3:15])[CH3:14]. (5) Given the product [CH2:22]([N:12]1[C:11]([N:8]2[C:34]3[C:29](=[CH:30][CH:31]=[CH:32][CH:33]=3)[CH:28]=[N:27]2)=[C:16]([CH:17]([CH3:18])[CH3:19])[C:15](=[O:20])[NH:14][C:13]1=[O:21])[CH3:23], predict the reactants needed to synthesize it. The reactants are: ClC1C=C(C#N)C2C=C[N:8]([C:11]3[N:12]([CH2:22][CH3:23])[C:13](=[O:21])[NH:14][C:15](=[O:20])[C:16]=3[CH:17]([CH3:19])[CH3:18])C=2C=1.N1[C:34]2[C:29](=[CH:30][CH:31]=[CH:32][CH:33]=2)[CH:28]=[N:27]1. (6) Given the product [CH3:1][O:2][C:3]1[CH:4]=[CH:5][C:6]([CH2:7][O:8][C:9]2([C:13]3[S:14][C:15]([Sn:32]([CH2:33][CH2:34][CH2:35][CH3:36])([CH2:37][CH2:38][CH2:39][CH3:40])[CH2:28][CH2:29][CH2:30][CH3:31])=[CH:16][N:17]=3)[CH2:12][O:11][CH2:10]2)=[CH:18][CH:19]=1, predict the reactants needed to synthesize it. The reactants are: [CH3:1][O:2][C:3]1[CH:19]=[CH:18][C:6]([CH2:7][O:8][C:9]2([C:13]3[S:14][CH:15]=[CH:16][N:17]=3)[CH2:12][O:11][CH2:10]2)=[CH:5][CH:4]=1.C([N-]C(C)C)(C)C.[Li+].[CH2:28]([Sn:32](Cl)([CH2:37][CH2:38][CH2:39][CH3:40])[CH2:33][CH2:34][CH2:35][CH3:36])[CH2:29][CH2:30][CH3:31]. (7) The reactants are: C([N:8]1[CH2:17][CH2:16][C:15]2[N:14]=[C:13]([NH:18][CH2:19][CH:20]([CH3:22])[CH3:21])[CH:12]=[CH:11][C:10]=2[CH2:9]1)C1C=CC=CC=1. Given the product [CH2:19]([NH:18][C:13]1[CH:12]=[CH:11][C:10]2[CH2:9][NH:8][CH2:17][CH2:16][C:15]=2[N:14]=1)[CH:20]([CH3:22])[CH3:21], predict the reactants needed to synthesize it.